From a dataset of Full USPTO retrosynthesis dataset with 1.9M reactions from patents (1976-2016). Predict the reactants needed to synthesize the given product. (1) The reactants are: CC([N:5]([C@@H:9]([CH3:13])[CH2:10][CH:11]=[O:12])[C:6](=[O:8])[O-:7])(C)C.[CH3:14][C:15](N([C@@H](C)CC#N)C(=O)[O-])([CH3:17])[CH3:16].[H-].C([Al+]CC(C)C)C(C)C. Given the product [CH3:13][C@H:9]([NH:5][C:6](=[O:8])[O:7][C:15]([CH3:17])([CH3:16])[CH3:14])[CH2:10][CH:11]=[O:12], predict the reactants needed to synthesize it. (2) Given the product [F:1][C:2]1[CH:7]=[CH:6][CH:5]=[CH:4][C:3]=1[C:8]1[NH:12][CH:11]=[C:10]([CH2:13][N:14]([CH3:15])[C:24](=[O:25])[O:26][C:27]([CH3:28])([CH3:29])[CH3:30])[CH:9]=1, predict the reactants needed to synthesize it. The reactants are: [F:1][C:2]1[CH:7]=[CH:6][CH:5]=[CH:4][C:3]=1[C:8]1[NH:12][CH:11]=[C:10]([CH2:13][NH:14][CH3:15])[CH:9]=1.[C:24](O[C:24]([O:26][C:27]([CH3:30])([CH3:29])[CH3:28])=[O:25])([O:26][C:27]([CH3:30])([CH3:29])[CH3:28])=[O:25].C(N(CC)CC)C.[Cl-].[NH4+].